This data is from Reaction yield outcomes from USPTO patents with 853,638 reactions. The task is: Predict the reaction yield, written as a fraction of the theoretical maximum amount of product (1.0 means a 100% yield; for example, 0.34 means a 34% yield). (1) The reactants are Cl[CH2:2][CH2:3][CH2:4][S:5]([NH:8][C:9]1[CH:14]=[CH:13][C:12]([CH:15]([O:20][CH3:21])[C:16]([O:18][CH3:19])=[O:17])=[CH:11][CH:10]=1)(=[O:7])=[O:6].C(N(CC)C(C)C)(C)C. The catalyst is CN(C=O)C.O.Cl.[Cl-].[Na+].O. The product is [O:6]=[S:5]1(=[O:7])[CH2:4][CH2:3][CH2:2][N:8]1[C:9]1[CH:14]=[CH:13][C:12]([CH:15]([O:20][CH3:21])[C:16]([O:18][CH3:19])=[O:17])=[CH:11][CH:10]=1. The yield is 0.750. (2) The reactants are [CH3:1][S:2]([C:5]1[CH:6]=[C:7]([CH:11]=[CH:12][CH:13]=1)[C:8]([OH:10])=[O:9])(=[O:4])=[O:3].S(=O)(=O)(O)O.[CH3:19]O. No catalyst specified. The product is [CH3:1][S:2]([C:5]1[CH:6]=[C:7]([CH:11]=[CH:12][CH:13]=1)[C:8]([O:10][CH3:19])=[O:9])(=[O:3])=[O:4]. The yield is 0.810. (3) The reactants are [C:9](O[C:9]([O:11][C:12]([CH3:15])([CH3:14])[CH3:13])=[O:10])([O:11][C:12]([CH3:15])([CH3:14])[CH3:13])=[O:10].[Br:16][C:17]1[CH:30]=[CH:29][CH:28]=[C:27]2[C:18]=1[S:19][C:20]1[CH:21]=[CH:22][C:23]([NH2:31])=[CH:24][C:25]=1[S:26]2. The catalyst is C1COCC1. The product is [C:12]([O:11][C:9](=[O:10])[NH:31][C:23]1[CH:22]=[CH:21][C:20]2[S:19][C:18]3[C:27](=[CH:28][CH:29]=[CH:30][C:17]=3[Br:16])[S:26][C:25]=2[CH:24]=1)([CH3:13])([CH3:14])[CH3:15]. The yield is 0.260.